From a dataset of Reaction yield outcomes from USPTO patents with 853,638 reactions. Predict the reaction yield, written as a fraction of the theoretical maximum amount of product (1.0 means a 100% yield; for example, 0.34 means a 34% yield). (1) The reactants are [CH3:1][O:2][C:3]1[CH:4]=[C:5]2[C:10](=[CH:11][C:12]=1[O:13][CH3:14])[N:9]=[CH:8][N:7]=[C:6]2[N:15]1[CH2:20][CH2:19][C:18]2[N:21](COCC[Si](C)(C)C)[N:22]=[C:23]([C:24]([OH:27])([CH3:26])[CH3:25])[C:17]=2[CH2:16]1.Cl. The catalyst is O1CCCC1. The product is [CH3:1][O:2][C:3]1[CH:4]=[C:5]2[C:10](=[CH:11][C:12]=1[O:13][CH3:14])[N:9]=[CH:8][N:7]=[C:6]2[N:15]1[CH2:20][CH2:19][C:18]2[NH:21][N:22]=[C:23]([C:24]([OH:27])([CH3:25])[CH3:26])[C:17]=2[CH2:16]1. The yield is 0.300. (2) The reactants are C(O/[CH:4]=[CH:5]/[C:6]([NH:8][C:9]1[CH:14]=[CH:13][CH:12]=[C:11]([O:15][CH3:16])[CH:10]=1)=[O:7])C. The catalyst is OS(O)(=O)=O. The product is [CH3:16][O:15][C:11]1[CH:10]=[C:9]2[C:14]([CH:4]=[CH:5][C:6](=[O:7])[NH:8]2)=[CH:13][CH:12]=1. The yield is 0.600. (3) The yield is 0.990. The catalyst is CN(C=O)C.O. The product is [Br:1][C:2]1[CH:7]=[CH:6][C:5]([O:22][C:17]2[CH:18]=[CH:19][CH:20]=[CH:21][C:16]=2[C:12]([CH3:15])([CH3:14])[CH3:13])=[C:4]([N+:9]([O-:11])=[O:10])[CH:3]=1. The reactants are [Br:1][C:2]1[CH:7]=[CH:6][C:5](F)=[C:4]([N+:9]([O-:11])=[O:10])[CH:3]=1.[C:12]([C:16]1[CH:21]=[CH:20][CH:19]=[CH:18][C:17]=1[OH:22])([CH3:15])([CH3:14])[CH3:13].C(=O)([O-])[O-].[K+].[K+].